This data is from Catalyst prediction with 721,799 reactions and 888 catalyst types from USPTO. The task is: Predict which catalyst facilitates the given reaction. (1) Reactant: [OH:1][C:2]1[CH:3]=[C:4]([CH:7]=[C:8]([N+:10]([O-:12])=[O:11])[CH:9]=1)[C:5]#[N:6].C([O-])([O-])=O.[K+].[K+].[Na+].[I-].Cl.Cl[CH2:23][CH2:24][N:25]1[CH2:30][CH2:29][O:28][CH2:27][CH2:26]1. Product: [O:28]1[CH2:29][CH2:30][N:25]([CH2:24][CH2:23][O:1][C:2]2[CH:3]=[C:4]([CH:7]=[C:8]([N+:10]([O-:12])=[O:11])[CH:9]=2)[C:5]#[N:6])[CH2:26][CH2:27]1. The catalyst class is: 47. (2) Reactant: [CH3:1][N:2]1[CH:6]=[CH:5][C:4]([NH:7][C:8]([C:10]2[CH:20]=[C:19]([O:21][C:22]3[CH:27]=[CH:26][C:25]([C:28]#[N:29])=[C:24]([F:30])[CH:23]=3)[C:13]3[CH2:14][C:15]([CH3:18])([CH3:17])[O:16][C:12]=3[CH:11]=2)=[O:9])=[N:3]1.[NH4+:31].[OH-:32]. Product: [CH3:1][N:2]1[CH:6]=[CH:5][C:4]([NH:7][C:8]([C:10]2[CH:20]=[C:19]([O:21][C:22]3[CH:27]=[CH:26][C:25]([C:28](=[NH:31])[NH:29][OH:32])=[C:24]([F:30])[CH:23]=3)[C:13]3[CH2:14][C:15]([CH3:18])([CH3:17])[O:16][C:12]=3[CH:11]=2)=[O:9])=[N:3]1. The catalyst class is: 88. (3) Reactant: Cl.[CH3:2][C:3]1[CH:4]=[CH:5][C:6]([C:10](Cl)=[O:11])=[N:7][C:8]=1[CH3:9].[CH2:13]([O:15][C:16](=[O:26])[CH:17]=[CH:18][NH:19][C:20]1[CH:25]=[CH:24][CH:23]=[CH:22][CH:21]=1)[CH3:14].[H-].[Na+].O1CCCC1. Product: [CH2:13]([O:15][C:16](=[O:26])[C:17]([C:10]([C:6]1[CH:5]=[CH:4][C:3]([CH3:2])=[C:8]([CH3:9])[N:7]=1)=[O:11])=[CH:18][NH:19][C:20]1[CH:25]=[CH:24][CH:23]=[CH:22][CH:21]=1)[CH3:14]. The catalyst class is: 195.